From a dataset of Forward reaction prediction with 1.9M reactions from USPTO patents (1976-2016). Predict the product of the given reaction. (1) The product is: [CH3:3][C:4]1[CH:5]=[C:6]([CH:7]=[CH:8][C:9]=1[CH2:10][CH2:11][CH2:12][CH2:13][N:14]1[CH:18]=[CH:17][N:16]=[N:15]1)[O:19][CH2:21][C:22]1[CH:23]=[CH:24][C:25]([C:28]2[CH:29]=[CH:30][C:31]([C:34]([F:37])([F:35])[F:36])=[CH:32][CH:33]=2)=[N:26][CH:27]=1. Given the reactants [H-].[Na+].[CH3:3][C:4]1[CH:5]=[C:6]([OH:19])[CH:7]=[CH:8][C:9]=1[CH2:10][CH2:11][CH2:12][CH2:13][N:14]1[CH:18]=[CH:17][N:16]=[N:15]1.Cl[CH2:21][C:22]1[CH:23]=[CH:24][C:25]([C:28]2[CH:33]=[CH:32][C:31]([C:34]([F:37])([F:36])[F:35])=[CH:30][CH:29]=2)=[N:26][CH:27]=1.O, predict the reaction product. (2) The product is: [F:56][C:57]1[CH:62]=[CH:61][C:60]([F:63])=[CH:59][C:58]=1[C:64]1[CH2:68][N:67]([C:13]([C@@H:9]([NH2:8])[CH:10]([CH3:12])[CH3:11])=[O:14])[CH:66]([C:69]2[CH:74]=[CH:73][CH:72]=[CH:71][CH:70]=2)[CH:65]=1. Given the reactants C(OC([NH:8][C@H:9]([C:13](O)=[O:14])[CH:10]([CH3:12])[CH3:11])=O)(C)(C)C.C1CN([P+](ON2N=NC3C=CC=CC2=3)(N2CCCC2)N2CCCC2)CC1.F[P-](F)(F)(F)(F)F.C(N(CC)CC)C.[F:56][C:57]1[CH:62]=[CH:61][C:60]([F:63])=[CH:59][C:58]=1[C:64]1[CH2:68][NH:67][CH:66]([C:69]2[CH:74]=[CH:73][CH:72]=[CH:71][CH:70]=2)[CH:65]=1, predict the reaction product. (3) Given the reactants CO[CH:3]([O:18]C)[CH2:4][NH:5][CH2:6][C:7]([NH:9][CH2:10][CH2:11][C:12]1[CH:17]=[CH:16][CH:15]=[CH:14][CH:13]=1)=O.S(=O)(=O)(O)O, predict the reaction product. The product is: [CH2:11]1[C:12]2[C:13](=[CH:14][CH:15]=[CH:16][CH:17]=2)[CH:7]2[CH2:6][NH:5][CH2:4][C:3](=[O:18])[N:9]2[CH2:10]1. (4) Given the reactants [CH:1]1([O:6][C:7]2[CH:12]=[CH:11][CH:10]=[CH:9][C:8]=2[C:13]2[C:14]3[C@@H:15]4[CH2:26][CH2:25][NH:24][CH2:23][CH2:22][C@@H:16]4[NH:17][C:18]=3[CH:19]=[CH:20][CH:21]=2)[CH2:5][CH2:4][CH2:3][CH2:2]1.[CH:27]1(O)CCCC1, predict the reaction product. The product is: [CH:1]1([O:6][C:7]2[CH:12]=[CH:11][CH:10]=[CH:9][C:8]=2[C:13]2[C:14]3[C:15]4[CH2:26][CH2:25][NH:24][CH2:23][CH2:22][C:16]=4[NH:17][C:18]=3[CH:19]=[CH:20][CH:21]=2)[CH2:27][CH2:2][CH2:3][CH2:4][CH2:5]1.